Dataset: Catalyst prediction with 721,799 reactions and 888 catalyst types from USPTO. Task: Predict which catalyst facilitates the given reaction. (1) Reactant: [H-].[Na+].[CH3:3][C:4]1[N:14]=[C:13]2[N:8]([CH2:9][CH2:10][CH2:11][CH:12]2[OH:15])[C:6](=[O:7])[C:5]=1[CH2:16][CH2:17][N:18]1[CH2:23][CH2:22][CH:21]([C:24]2[C:25]3[CH:26]=[CH:27][C:28]([F:33])=[CH:29][C:30]=3[O:31][N:32]=2)[CH2:20][CH2:19]1.[C:34](Cl)(=[O:50])[CH2:35][CH2:36][CH2:37][CH2:38][CH2:39][CH2:40][CH2:41][CH2:42][CH2:43][CH2:44][CH2:45][CH2:46][CH2:47][CH2:48][CH3:49]. Product: [CH3:49][CH2:48][CH2:47][CH2:46][CH2:45][CH2:44][CH2:43][CH2:42][CH2:41][CH2:40][CH2:39][CH2:38][CH2:37][CH2:36][CH2:35][C:34]([OH:50])=[O:7].[CH3:3][C:4]1[N:14]=[C:13]2[N:8]([CH2:9][CH2:10][CH2:11][CH:12]2[OH:15])[C:6](=[O:7])[C:5]=1[CH2:16][CH2:17][N:18]1[CH2:23][CH2:22][CH:21]([C:24]2[C:25]3[CH:26]=[CH:27][C:28]([F:33])=[CH:29][C:30]=3[O:31][N:32]=2)[CH2:20][CH2:19]1. The catalyst class is: 3. (2) Reactant: [NH2:1][C:2]1([CH3:16])[C:6]2([CH2:8][CH2:7]2)[CH2:5][N:4]([CH2:9][C:10]2[CH:15]=[CH:14][CH:13]=[CH:12][CH:11]=2)[CH2:3]1.[C:17](OC([O-])=O)([O:19][C:20]([CH3:23])([CH3:22])[CH3:21])=[O:18].[OH-].[Na+]. Product: [CH2:9]([N:4]1[CH2:3][C:2]([NH:1][C:17]([O:19][C:20]([CH3:23])([CH3:22])[CH3:21])=[O:18])([CH3:16])[C:6]2([CH2:8][CH2:7]2)[CH2:5]1)[C:10]1[CH:15]=[CH:14][CH:13]=[CH:12][CH:11]=1. The catalyst class is: 11. (3) The catalyst class is: 66. Product: [CH3:13][N:14]([CH3:19])[S:15]([N:1]1[CH:5]=[CH:4][CH:3]=[N:2]1)(=[O:17])=[O:16]. Reactant: [NH:1]1[CH:5]=[CH:4][CH:3]=[N:2]1.C1(C)C=CC=CC=1.[CH3:13][N:14]([CH3:19])[S:15](Cl)(=[O:17])=[O:16]. (4) Reactant: C[O:2][C:3](=[O:28])[C:4]1[CH:9]=[CH:8][C:7]([NH:10][CH2:11][CH2:12][CH2:13][C:14]2[CH:19]=[CH:18][CH:17]=[CH:16][C:15]=2[S:20][CH2:21][C:22]2[CH:27]=[CH:26][CH:25]=[CH:24][CH:23]=2)=[N:6][CH:5]=1.[OH-].[K+]. Product: [CH2:21]([S:20][C:15]1[CH:16]=[CH:17][CH:18]=[CH:19][C:14]=1[CH2:13][CH2:12][CH2:11][NH:10][C:7]1[CH:8]=[CH:9][C:4]([C:3]([OH:28])=[O:2])=[CH:5][N:6]=1)[C:22]1[CH:23]=[CH:24][CH:25]=[CH:26][CH:27]=1. The catalyst class is: 20. (5) Reactant: [OH:1][CH2:2][C:3]1[C:12]2[C:7](=[CH:8][CH:9]=[CH:10][CH:11]=2)[C:6]([C:13]([O:15][CH3:16])=[O:14])=[CH:5][CH:4]=1. Product: [CH:2]([C:3]1[C:12]2[C:7](=[CH:8][CH:9]=[CH:10][CH:11]=2)[C:6]([C:13]([O:15][CH3:16])=[O:14])=[CH:5][CH:4]=1)=[O:1]. The catalyst class is: 428. (6) Reactant: FC(F)(F)C(O)=O.C(OC(=O)[NH:14][C:15]1[CH:20]=[CH:19][CH:18]=[C:17]([NH:21][CH2:22][CH2:23][CH2:24][CH2:25][CH2:26][C:27]2[CH:32]=[CH:31][CH:30]=[CH:29][CH:28]=2)[CH:16]=1)(C)(C)C. Product: [C:27]1([CH2:26][CH2:25][CH2:24][CH2:23][CH2:22][NH:21][C:17]2[CH:18]=[CH:19][CH:20]=[C:15]([NH2:14])[CH:16]=2)[CH:32]=[CH:31][CH:30]=[CH:29][CH:28]=1. The catalyst class is: 4. (7) Product: [CH2:16]([O:23][CH2:24][CH2:25][C@H:26]([NH2:28])[CH3:27])[C:17]1[CH:22]=[CH:21][CH:20]=[CH:19][CH:18]=1. The catalyst class is: 32. Reactant: C(O)(=O)[C@H](C1C=CC=CC=1)O.C(O)(=O)C.[CH2:16]([O:23][CH2:24][CH2:25][CH:26]([NH2:28])[CH3:27])[C:17]1[CH:22]=[CH:21][CH:20]=[CH:19][CH:18]=1. (8) Reactant: C(O[C:4](=[N:6][C:7](=O)[C:8]1[CH:13]=[CH:12][CH:11]=[C:10]([F:14])[CH:9]=1)[CH3:5])C.[NH:16]([C:18]1[N:23]=[CH:22][C:21]([S:24]([NH2:27])(=[O:26])=[O:25])=[CH:20][CH:19]=1)[NH2:17].O. Product: [F:14][C:10]1[CH:9]=[C:8]([C:7]2[N:16]([C:18]3[N:23]=[CH:22][C:21]([S:24]([NH2:27])(=[O:26])=[O:25])=[CH:20][CH:19]=3)[N:17]=[C:4]([CH3:5])[N:6]=2)[CH:13]=[CH:12][CH:11]=1. The catalyst class is: 98.